From a dataset of Full USPTO retrosynthesis dataset with 1.9M reactions from patents (1976-2016). Predict the reactants needed to synthesize the given product. (1) Given the product [CH3:21][O:22][C:17]1[CH:18]=[CH:19][C:14]([NH:13][S:10]([C:7]2[CH:8]=[CH:9][C:4]([N+:1]([O-:3])=[O:2])=[CH:5][CH:6]=2)(=[O:12])=[O:11])=[CH:15][CH:16]=1, predict the reactants needed to synthesize it. The reactants are: [N+:1]([C:4]1[CH:9]=[CH:8][C:7]([S:10]([NH:13][C:14]2[CH:19]=[CH:18][CH:17]=[CH:16][C:15]=2C)(=[O:12])=[O:11])=[CH:6][CH:5]=1)([O-:3])=[O:2].[CH3:21][O:22]C1C=CC(N)=CC=1. (2) Given the product [C:18](=[O:26])([S:25][C:13]1[CH:12]=[C:11]2[C:16](=[CH:15][CH:14]=1)[N:8]([C:5]1[CH:6]=[CH:7][C:2]([F:1])=[CH:3][CH:4]=1)[N:9]=[CH:10]2)[C:19]1[CH:24]=[CH:23][CH:22]=[CH:21][CH:20]=1, predict the reactants needed to synthesize it. The reactants are: [F:1][C:2]1[CH:7]=[CH:6][C:5]([N:8]2[C:16]3[C:11](=[CH:12][C:13](I)=[CH:14][CH:15]=3)[CH:10]=[N:9]2)=[CH:4][CH:3]=1.[C:18]([OH:26])(=[S:25])[C:19]1[CH:24]=[CH:23][CH:22]=[CH:21][CH:20]=1.CC1C=NC2C(C=1C)=CC=C1C=2N=CC(C)=C1C.C(NC(C)C)(C)C. (3) The reactants are: [CH3:1][O:2][C:3]1[CH:4]=[C:5]([CH:7]=[CH:8][CH:9]=1)[NH2:6].[C:10]1(=O)[CH2:15][CH2:14][CH2:13][C:12](=[O:16])[CH2:11]1. Given the product [CH3:1][O:2][C:3]1[CH:4]=[C:5]([NH:6][C:10]2[CH2:15][CH2:14][CH2:13][C:12](=[O:16])[CH:11]=2)[CH:7]=[CH:8][CH:9]=1, predict the reactants needed to synthesize it. (4) Given the product [Cl:1][C:2]1[CH:3]=[CH:4][C:5]([F:21])=[C:6]([C:8]2[CH:17]=[C:16]([C:23]3[CH:32]=[CH:31][CH:30]=[C:29]4[C:24]=3[CH:25]=[CH:26][N:27]=[CH:28]4)[C:15]3[C:10](=[N:11][CH:12]=[CH:13][CH:14]=3)[N:9]=2)[CH:7]=1, predict the reactants needed to synthesize it. The reactants are: [Cl:1][C:2]1[CH:3]=[CH:4][C:5]([F:21])=[C:6]([C:8]2[CH:17]=[C:16](B(O)O)[C:15]3[C:10](=[N:11][CH:12]=[CH:13][CH:14]=3)[N:9]=2)[CH:7]=1.Br[C:23]1[CH:32]=[CH:31][CH:30]=[C:29]2[C:24]=1[CH:25]=[CH:26][N:27]=[CH:28]2.C(=O)(O)[O-].[Na+]. (5) Given the product [NH:25]1[CH2:26][CH2:27][CH:22]([CH2:21][CH2:20][S:17]([CH:14]2[CH2:13][CH2:12][N:11]([C:9]([O:8][CH2:1][C:2]3[CH:3]=[CH:4][CH:5]=[CH:6][CH:7]=3)=[O:10])[CH2:16][CH2:15]2)(=[O:18])=[O:19])[CH2:23][CH2:24]1, predict the reactants needed to synthesize it. The reactants are: [CH2:1]([O:8][C:9]([N:11]1[CH2:16][CH2:15][CH:14]([S:17]([CH2:20][CH2:21][CH:22]2[CH2:27][CH2:26][N:25](C(OC(C)(C)C)=O)[CH2:24][CH2:23]2)(=[O:19])=[O:18])[CH2:13][CH2:12]1)=[O:10])[C:2]1[CH:7]=[CH:6][CH:5]=[CH:4][CH:3]=1. (6) Given the product [Cl:8][C:6]1[N:5]=[C:4]([CH3:9])[N:3]=[C:2]([C:40]#[N:42])[CH:7]=1, predict the reactants needed to synthesize it. The reactants are: Cl[C:2]1[CH:7]=[C:6]([Cl:8])[N:5]=[C:4]([CH3:9])[N:3]=1.C(P(C(C)(C)C)C1C=CC2C(=CC=CC=2)C=1C1C2C(=CC=CC=2)C=CC=1)(C)(C)C.C[C:40]([N:42](C)C)=O.